Dataset: Catalyst prediction with 721,799 reactions and 888 catalyst types from USPTO. Task: Predict which catalyst facilitates the given reaction. (1) Reactant: Cl[C:2]1[CH:10]=[CH:9][C:8]2[CH2:7][CH:6]([CH2:11][N:12]3[C:17]4=[N:18][C:19]([C:23]5[CH:28]=[CH:27][N:26]=[CH:25][N:24]=5)=[CH:20][C:21](=[O:22])[N:16]4[CH2:15][C:14]([CH3:30])([CH3:29])[CH2:13]3)[CH2:5][C:4]=2[N:3]=1.C(=O)([O-])[O-].[Na+].[Na+].[C:37]1(B(O)O)[CH:42]=[CH:41][CH:40]=[CH:39][CH:38]=1.O. Product: [CH3:29][C:14]1([CH3:30])[CH2:15][N:16]2[C:21](=[O:22])[CH:20]=[C:19]([C:23]3[CH:28]=[CH:27][N:26]=[CH:25][N:24]=3)[N:18]=[C:17]2[N:12]([CH2:11][CH:6]2[CH2:5][C:4]3[N:3]=[C:2]([C:37]4[CH:42]=[CH:41][CH:40]=[CH:39][CH:38]=4)[CH:10]=[CH:9][C:8]=3[CH2:7]2)[CH2:13]1. The catalyst class is: 335. (2) Reactant: [CH2:1]([O:3][C:4](=[O:10])[CH:5]([CH:8]=O)[CH:6]=O)[CH3:2].Cl.[NH:12]([C:14]1[CH:15]=[C:16]([CH:20]=[CH:21][C:22]=1[CH3:23])[C:17]([OH:19])=[O:18])[NH2:13]. Product: [CH2:1]([O:3][C:4]([C:5]1[CH:8]=[N:13][N:12]([C:14]2[CH:15]=[C:16]([C:17]([OH:19])=[O:18])[CH:20]=[CH:21][C:22]=2[CH3:23])[CH:6]=1)=[O:10])[CH3:2]. The catalyst class is: 14. (3) Reactant: Br[CH2:2][CH2:3][C:4]([NH:6][C:7]1[S:8][C:9]([C:13]2[CH:18]=[CH:17][N:16]=[C:15]([NH:19][C:20]3[CH:25]=[CH:24][C:23]([O:26][CH3:27])=[CH:22][CH:21]=3)[N:14]=2)=[C:10]([CH3:12])[N:11]=1)=[O:5].[CH3:28][N:29]1[CH2:34][CH2:33][NH:32][CH2:31][CH2:30]1. Product: [CH3:27][O:26][C:23]1[CH:24]=[CH:25][C:20]([NH:19][C:15]2[N:14]=[C:13]([C:9]3[S:8][C:7]([NH:6][C:4](=[O:5])[CH2:3][CH2:2][N:32]4[CH2:33][CH2:34][N:29]([CH3:28])[CH2:30][CH2:31]4)=[N:11][C:10]=3[CH3:12])[CH:18]=[CH:17][N:16]=2)=[CH:21][CH:22]=1. The catalyst class is: 23. (4) Reactant: [N+:1]([C:4]1[CH:16]=[CH:15][C:7]([C:8]([N:10]2[CH2:14][CH2:13][CH2:12][CH2:11]2)=[O:9])=[CH:6][CH:5]=1)([O-])=O.C([O-])=O.[NH4+]. Product: [N:10]1([C:8]([C:7]2[CH:15]=[CH:16][C:4]([NH2:1])=[CH:5][CH:6]=2)=[O:9])[CH2:11][CH2:12][CH2:13][CH2:14]1. The catalyst class is: 19. (5) Reactant: C(N(CC)CC)C.[CH:8]([N:21]1[CH2:24][CH:23]([OH:25])[CH2:22]1)([C:15]1[CH:20]=[CH:19][CH:18]=[CH:17][CH:16]=1)[C:9]1[CH:14]=[CH:13][CH:12]=[CH:11][CH:10]=1.S(=O)(=O)=O.N1C=CC=CC=1.O. Product: [CH:8]([N:21]1[CH2:24][C:23](=[O:25])[CH2:22]1)([C:15]1[CH:20]=[CH:19][CH:18]=[CH:17][CH:16]=1)[C:9]1[CH:10]=[CH:11][CH:12]=[CH:13][CH:14]=1. The catalyst class is: 16. (6) Reactant: CCN(C(C)C)C(C)C.[C:10]1([C:16]2[NH:20][N:19]=[C:18]([C:21]([NH:23][CH2:24][C:25]([OH:27])=O)=[O:22])[CH:17]=2)[CH:15]=[CH:14][CH:13]=[CH:12][CH:11]=1.C1C=CC2N(O)N=NC=2C=1.CCN=C=NCCCN(C)C.Cl.Cl.Cl.[F:52][C:53]1[CH:58]=[CH:57][C:56]([NH:59][CH:60]2[CH2:65][CH2:64][NH:63][CH2:62][CH2:61]2)=[C:55]([C:66]([F:69])([F:68])[F:67])[CH:54]=1.Cl.Cl.N1CCC(NC2C=CC=CC=2C(F)(F)F)CC1. Product: [F:52][C:53]1[CH:58]=[CH:57][C:56]([NH:59][CH:60]2[CH2:61][CH2:62][N:63]([C:25](=[O:27])[CH2:24][NH:23][C:21]([C:18]3[CH:17]=[C:16]([C:10]4[CH:11]=[CH:12][CH:13]=[CH:14][CH:15]=4)[NH:20][N:19]=3)=[O:22])[CH2:64][CH2:65]2)=[C:55]([C:66]([F:69])([F:67])[F:68])[CH:54]=1. The catalyst class is: 18. (7) Reactant: [N+:1]([C:4]1[CH:13]=[C:12]2[C:7]([CH:8]=[CH:9][CH:10]=[N:11]2)=[CH:6][CH:5]=1)([O-])=O. Product: [NH2:1][C:4]1[CH:13]=[C:12]2[C:7]([CH:8]=[CH:9][CH:10]=[N:11]2)=[CH:6][CH:5]=1. The catalyst class is: 43. (8) Reactant: [CH3:1][CH:2]1[CH:10]2[CH2:11][CH2:12][C:13]3[CH:14]=[N:15][C:16]([C:19]4[CH:24]=[CH:23][CH:22]=[CH:21][CH:20]=4)=[N:17][C:18]=3[C:9]2([C:25]2[CH:30]=[CH:29][CH:28]=[CH:27][CH:26]=2)[CH2:8][C:4]2[CH:5]=[N:6][O:7][C:3]1=2.C[O-].[Na+]. Product: [CH3:1][CH:2]1[CH:10]2[CH2:11][CH2:12][C:13]3[CH:14]=[N:15][C:16]([C:19]4[CH:20]=[CH:21][CH:22]=[CH:23][CH:24]=4)=[N:17][C:18]=3[C:9]2([C:25]2[CH:30]=[CH:29][CH:28]=[CH:27][CH:26]=2)[CH2:8][CH:4]([C:5]#[N:6])[C:3]1=[O:7]. The catalyst class is: 111. (9) Reactant: [CH3:1][N:2]1[C:6]([C:7]2[C:16]3[C:11](=[CH:12][CH:13]=[CH:14][CH:15]=3)[C:10]([N:17]3[CH2:22][CH2:21][CH:20]([NH:23]C(=O)OC(C)(C)C)[CH2:19][CH2:18]3)=[N:9][N:8]=2)=[CH:5][CH:4]=[N:3]1.FC(F)(F)C(O)=O. Product: [CH3:1][N:2]1[C:6]([C:7]2[C:16]3[C:11](=[CH:12][CH:13]=[CH:14][CH:15]=3)[C:10]([N:17]3[CH2:22][CH2:21][CH:20]([NH2:23])[CH2:19][CH2:18]3)=[N:9][N:8]=2)=[CH:5][CH:4]=[N:3]1. The catalyst class is: 2. (10) Reactant: [F:1][C:2]1[CH:7]=[C:6]([F:8])[CH:5]=[CH:4][C:3]=1[NH:9][C:10](=[O:20])[C:11]1[CH:16]=[CH:15][C:14]([O:17][CH3:18])=[CH:13][C:12]=1[OH:19].C(=O)([O-])[O-].[K+].[K+].[F:27][C:28]1[CH:35]=[C:34]([F:36])[CH:33]=[CH:32][C:29]=1[CH2:30]Br. Product: [F:27][C:28]1[CH:35]=[C:34]([F:36])[CH:33]=[CH:32][C:29]=1[CH2:30][O:19][C:12]1[CH:13]=[C:14]([O:17][CH3:18])[CH:15]=[CH:16][C:11]=1[C:10]([NH:9][C:3]1[CH:4]=[CH:5][C:6]([F:8])=[CH:7][C:2]=1[F:1])=[O:20]. The catalyst class is: 21.